Predict the product of the given reaction. From a dataset of Forward reaction prediction with 1.9M reactions from USPTO patents (1976-2016). (1) The product is: [Cl-:14].[Br:1][C:2]1[CH:8]=[C:7]([F:9])[CH:6]=[CH:5][C:3]=1[NH:4][NH3+:10]. Given the reactants [Br:1][C:2]1[CH:8]=[C:7]([F:9])[CH:6]=[CH:5][C:3]=1[NH2:4].[N:10]([O-])=O.[Na+].[Cl:14][Sn]Cl, predict the reaction product. (2) Given the reactants [C:1]([NH:4][C:5]1[CH:6]=[C:7]([CH:11]=[C:12]([N:14]2[CH2:18][CH2:17][CH2:16][C:15]2=[O:19])[CH:13]=1)[C:8]([OH:10])=O)(=[O:3])[CH3:2].[CH:20]12[CH2:26][CH:23]([CH2:24][CH2:25]1)[CH2:22][CH:21]2[NH:27][C:28](=[O:43])[C@H:29]([CH3:42])[CH2:30][C@H:31]([OH:41])[C@@H:32]([NH2:40])[CH2:33][C:34]1[CH:39]=[CH:38][CH:37]=[CH:36][CH:35]=1, predict the reaction product. The product is: [C:1]([NH:4][C:5]1[CH:6]=[C:7]([CH:11]=[C:12]([N:14]2[CH2:18][CH2:17][CH2:16][C:15]2=[O:19])[CH:13]=1)[C:8]([NH:40][C@@H:32]([CH2:33][C:34]1[CH:39]=[CH:38][CH:37]=[CH:36][CH:35]=1)[C@@H:31]([OH:41])[CH2:30][C@H:29]([C:28](=[O:43])[NH:27][CH:21]1[CH2:22][CH:23]2[CH2:26][CH:20]1[CH2:25][CH2:24]2)[CH3:42])=[O:10])(=[O:3])[CH3:2]. (3) Given the reactants [Cl:1][C:2]1[CH:3]=[C:4]([NH:8][C:9]2[C:14]3[CH:15]=[CH:16][N:17]([CH2:18][CH3:19])[C:13]=3[C:12]([C:20]([N:22]3[CH2:27][CH2:26][O:25][CH2:24][CH2:23]3)=[O:21])=[CH:11][N:10]=2)[CH:5]=[CH:6][CH:7]=1.Cl, predict the reaction product. The product is: [ClH:1].[Cl:1][C:2]1[CH:3]=[C:4]([NH:8][C:9]2[C:14]3[CH:15]=[CH:16][N:17]([CH2:18][CH3:19])[C:13]=3[C:12]([C:20]([N:22]3[CH2:23][CH2:24][O:25][CH2:26][CH2:27]3)=[O:21])=[CH:11][N:10]=2)[CH:5]=[CH:6][CH:7]=1. (4) Given the reactants C([O:3][C:4](=[O:26])[C@@:5]([CH3:25])([O:14][C:15]1[CH:20]=[CH:19][C:18]([C:21]([F:24])([F:23])[F:22])=[CH:17][CH:16]=1)[CH2:6][C:7]1[CH:12]=[CH:11][C:10]([OH:13])=[CH:9][CH:8]=1)C.[CH3:27][C:28]1[O:32][C:31]([C:33]2[S:34][CH:35]=[CH:36][CH:37]=2)=[N:30][C:29]=1[CH2:38][CH2:39]OS(C1C=CC(C)=CC=1)(=O)=O, predict the reaction product. The product is: [CH3:25][C@:5]([O:14][C:15]1[CH:20]=[CH:19][C:18]([C:21]([F:23])([F:24])[F:22])=[CH:17][CH:16]=1)([CH2:6][C:7]1[CH:12]=[CH:11][C:10]([O:13][CH2:39][CH2:38][C:29]2[N:30]=[C:31]([C:33]3[S:34][CH:35]=[CH:36][CH:37]=3)[O:32][C:28]=2[CH3:27])=[CH:9][CH:8]=1)[C:4]([OH:3])=[O:26]. (5) Given the reactants [O:1]1[CH2:6][CH2:5][C:4](=[O:7])[CH2:3][CH2:2]1.[Li+].CC([N-]C(C)C)C.CCCCCC.[C:22](C#N)(=[O:26])[O:23][CH2:24][CH3:25], predict the reaction product. The product is: [O:7]=[C:4]1[CH2:5][CH2:6][O:1][CH2:2][CH:3]1[C:22]([O:23][CH2:24][CH3:25])=[O:26].